This data is from Reaction yield outcomes from USPTO patents with 853,638 reactions. The task is: Predict the reaction yield, written as a fraction of the theoretical maximum amount of product (1.0 means a 100% yield; for example, 0.34 means a 34% yield). (1) The reactants are [NH2:1][C:2]1[CH:3]=[CH:4][C:5]([C:8]#[N:9])=[N:6][CH:7]=1.[F:10][C:11]([F:22])([F:21])[C:12](O[C:12](=[O:13])[C:11]([F:22])([F:21])[F:10])=[O:13]. The catalyst is C(Cl)Cl. The product is [C:8]([C:5]1[N:6]=[CH:7][C:2]([NH:1][C:12](=[O:13])[C:11]([F:22])([F:21])[F:10])=[CH:3][CH:4]=1)#[N:9]. The yield is 0.730. (2) The reactants are [NH:1]1[C:9]2[C:4](=[CH:5][CH:6]=[CH:7][CH:8]=2)[CH2:3][CH2:2]1.C(N(CC)C(C)C)(C)C.CN(C)C=O.F[C:25]1[CH:30]=[CH:29][C:28]([C:31]([F:34])([F:33])[F:32])=[CH:27][C:26]=1[N+:35]([O-:37])=[O:36]. The catalyst is O. The product is [N+:35]([C:26]1[CH:27]=[C:28]([C:31]([F:32])([F:33])[F:34])[CH:29]=[CH:30][C:25]=1[N:1]1[C:9]2[C:4](=[CH:5][CH:6]=[CH:7][CH:8]=2)[CH2:3][CH2:2]1)([O-:37])=[O:36]. The yield is 0.994. (3) The reactants are [NH2:1][C:2]1[CH:9]=[CH:8][C:5]([C:6]#[N:7])=[C:4]([CH3:10])[N:3]=1.[C:11](N1C=CC=CC1=O)(N1C=CC=CC1=O)=[S:12]. The catalyst is ClCCl. The product is [N:1]([C:2]1[CH:9]=[CH:8][C:5]([C:6]#[N:7])=[C:4]([CH3:10])[N:3]=1)=[C:11]=[S:12]. The yield is 0.960. (4) The reactants are [F:1][C@:2]12[C@@H:22]([O:23][C:24](=[O:29])[C:25]([F:28])([F:27])[F:26])[CH2:21][C@@:20]3([CH3:30])[C@@H:12]([CH2:13][C@H:14]([CH3:32])[C@:15]3([OH:31])[C:16](=[O:19])[CH2:17][OH:18])[C@@H:11]1[CH2:10][CH2:9][C:8]1[C@:3]2([CH3:34])[CH:4]=[CH:5][C:6](=[O:33])[CH:7]=1.[C:35](OC(=O)C)(=[O:37])[CH3:36]. The catalyst is C1COCC1.CN(C1C=CN=CC=1)C. The product is [F:1][C@:2]12[C@@H:22]([O:23][C:24](=[O:29])[C:25]([F:27])([F:26])[F:28])[CH2:21][C@@:20]3([CH3:30])[C@@H:12]([CH2:13][C@H:14]([CH3:32])[C@:15]3([OH:31])[C:16](=[O:19])[CH2:17][O:18][C:35](=[O:37])[CH3:36])[C@@H:11]1[CH2:10][CH2:9][C:8]1[C@:3]2([CH3:34])[CH:4]=[CH:5][C:6](=[O:33])[CH:7]=1. The yield is 0.947. (5) The reactants are [CH3:1][S:2]([CH2:5][CH2:6][CH2:7][NH:8][C:9]1[CH:16]=[CH:15][C:12]([C:13]#[N:14])=[CH:11][C:10]=1[N+:17]([O-])=O)(=[O:4])=[O:3]. The catalyst is CO.CN(C=O)C. The product is [CH3:1][S:2]([CH2:5][CH2:6][CH2:7][NH:8][C:9]1[CH:16]=[CH:15][C:12]([C:13]#[N:14])=[CH:11][C:10]=1[NH2:17])(=[O:3])=[O:4]. The yield is 0.580. (6) The reactants are [N:1]1([C:7]2[N:12]=[C:11]([N:13]3[CH:18]4[CH2:19][CH2:20][CH:14]3[CH2:15][O:16][CH2:17]4)[N:10]=[C:9]([C:21]3[CH:27]=[CH:26][C:24]([NH2:25])=[CH:23][CH:22]=3)[N:8]=2)[CH2:6][CH2:5][O:4][CH2:3][CH2:2]1.ClC(Cl)(O[C:32](=[O:38])OC(Cl)(Cl)Cl)Cl.[F:40][C:41]1[CH:47]=[CH:46][C:44]([NH2:45])=[CH:43][CH:42]=1. No catalyst specified. The product is [F:40][C:41]1[CH:47]=[CH:46][C:44]([NH:45][C:32]([NH:25][C:24]2[CH:26]=[CH:27][C:21]([C:9]3[N:8]=[C:7]([N:1]4[CH2:2][CH2:3][O:4][CH2:5][CH2:6]4)[N:12]=[C:11]([N:13]4[CH:14]5[CH2:20][CH2:19][CH:18]4[CH2:17][O:16][CH2:15]5)[N:10]=3)=[CH:22][CH:23]=2)=[O:38])=[CH:43][CH:42]=1. The yield is 0.490. (7) The catalyst is C1COCC1. The yield is 0.780. The product is [F:38][C:37]([F:40])([F:39])[S:34]([O:11][C:12]1[CH2:13][CH:14]2[N:19]([C:20]([O:22][C:23]([CH3:26])([CH3:25])[CH3:24])=[O:21])[CH:17]([CH2:16][CH2:15]2)[CH:18]=1)(=[O:36])=[O:35]. The reactants are C[Si]([N-][Si](C)(C)C)(C)C.[Na+].[O:11]=[C:12]1[CH2:18][CH:17]2[N:19]([C:20]([O:22][C:23]([CH3:26])([CH3:25])[CH3:24])=[O:21])[CH:14]([CH2:15][CH2:16]2)[CH2:13]1.C1(N([S:34]([C:37]([F:40])([F:39])[F:38])(=[O:36])=[O:35])[S:34]([C:37]([F:40])([F:39])[F:38])(=[O:36])=[O:35])C=CC=CC=1.C([O-])([O-])=O.[Na+].[Na+]. (8) The product is [C:1]([O:5][C:6]([N:8]1[CH2:13][CH2:12][CH:11]([O:14][C:20]2[CH:21]=[C:22]([CH3:49])[C:23]([C:27]3[CH:32]=[CH:31][CH:30]=[C:29]([CH2:33][O:34][C:35]4[CH:48]=[CH:47][C:38]5[C@H:39]([CH2:42][C:43]([O:45][CH3:46])=[O:44])[CH2:40][O:41][C:37]=5[CH:36]=4)[CH:28]=3)=[C:24]([CH3:26])[CH:25]=2)[CH2:10][CH2:9]1)=[O:7])([CH3:4])([CH3:3])[CH3:2]. The catalyst is CN(C)C=O. The yield is 0.350. The reactants are [C:1]([O:5][C:6]([N:8]1[CH2:13][CH2:12][CH:11]([O:14]S(C)(=O)=O)[CH2:10][CH2:9]1)=[O:7])([CH3:4])([CH3:3])[CH3:2].O[C:20]1[CH:25]=[C:24]([CH3:26])[C:23]([C:27]2[CH:32]=[CH:31][CH:30]=[C:29]([CH2:33][O:34][C:35]3[CH:48]=[CH:47][C:38]4[C@H:39]([CH2:42][C:43]([O:45][CH3:46])=[O:44])[CH2:40][O:41][C:37]=4[CH:36]=3)[CH:28]=2)=[C:22]([CH3:49])[CH:21]=1.C(=O)([O-])[O-].[Cs+].[Cs+].C(OCC)(=O)C. (9) The reactants are Cl[C:2]1[S:3][C:4]2[CH:10]=[CH:9][CH:8]=[C:7]([Cl:11])[C:5]=2[N:6]=1.[NH2:12][C:13]1[CH:18]=[C:17]([Cl:19])[C:16]([OH:20])=[C:15]([Cl:21])[CH:14]=1.C([O-])([O-])=O.[K+].[K+]. The catalyst is CS(C)=O.CCOC(C)=O. The product is [Cl:19][C:17]1[CH:18]=[C:13]([NH2:12])[CH:14]=[C:15]([Cl:21])[C:16]=1[O:20][C:2]1[S:3][C:4]2[CH:10]=[CH:9][CH:8]=[C:7]([Cl:11])[C:5]=2[N:6]=1. The yield is 0.330. (10) The reactants are ClC1N=C(/C=C(/C2C=C(N[S:18]([C:21]3[C:26]([F:27])=[CH:25][CH:24]=[CH:23][C:22]=3[F:28])(=[O:20])=[O:19])C=CC=2)\O)C=CN=1.[NH2:29][C:30]1[C:31]([Cl:40])=[C:32]([CH:37]=[CH:38][CH:39]=1)[C:33]([O:35][CH3:36])=[O:34].N1C=CC=CC=1.FC1C=CC=C(F)C=1S(Cl)(=O)=O. The catalyst is C(Cl)Cl. The product is [Cl:40][C:31]1[C:30]([NH:29][S:18]([C:21]2[C:26]([F:27])=[CH:25][CH:24]=[CH:23][C:22]=2[F:28])(=[O:20])=[O:19])=[CH:39][CH:38]=[CH:37][C:32]=1[C:33]([O:35][CH3:36])=[O:34]. The yield is 0.816.